This data is from Forward reaction prediction with 1.9M reactions from USPTO patents (1976-2016). The task is: Predict the product of the given reaction. (1) Given the reactants [CH3:1][C:2]1[CH:7]=[CH:6][C:5]([N:8]([C:52]2[CH:57]=[CH:56][C:55]([CH3:58])=[CH:54][CH:53]=2)[C:9]2[CH:22]=[CH:21][C:20]3[C:19]([C:24]4[CH:29]=[CH:28][CH:27]=[CH:26][CH:25]=4)(O)[C:18]4[C:13](=[CH:14][CH:15]=[C:16]([N:30]([C:38]5[CH:43]=[CH:42][C:41]([CH3:44])=[CH:40][CH:39]=5)[C:31]5[CH:36]=[CH:35][C:34]([CH3:37])=[CH:33][CH:32]=5)[CH:17]=4)[C:12]([C:46]4[CH:51]=[CH:50][CH:49]=[CH:48][CH:47]=4)(O)[C:11]=3[CH:10]=2)=[CH:4][CH:3]=1.[I-].[Na+].O.[PH2]([O-])=O.[Na+].O, predict the reaction product. The product is: [CH3:44][C:41]1[CH:40]=[CH:39][C:38]([N:30]([C:31]2[CH:36]=[CH:35][C:34]([CH3:37])=[CH:33][CH:32]=2)[C:16]2[CH:15]=[CH:14][C:13]3[C:18](=[C:19]([C:24]4[CH:29]=[CH:28][CH:27]=[CH:26][CH:25]=4)[C:20]4[C:11]([C:12]=3[C:46]3[CH:47]=[CH:48][CH:49]=[CH:50][CH:51]=3)=[CH:10][C:9]([N:8]([C:5]3[CH:6]=[CH:7][C:2]([CH3:1])=[CH:3][CH:4]=3)[C:52]3[CH:57]=[CH:56][C:55]([CH3:58])=[CH:54][CH:53]=3)=[CH:22][CH:21]=4)[CH:17]=2)=[CH:43][CH:42]=1. (2) Given the reactants [CH2:1]([C@@H:4]1[CH2:8][C:7](=[O:9])[CH:6]=[CH:5]1)[CH2:2][CH3:3], predict the reaction product. The product is: [CH2:1]([C@H:4]1[CH2:5][CH2:6][C:7](=[O:9])[CH2:8]1)[CH2:2][CH3:3]. (3) Given the reactants [O:1]1[C:5]2([CH2:10][CH2:9][N:8]([C:11]3[CH:16]=[CH:15][C:14]([N:17]4[CH2:21][C@H:20]([CH2:22][OH:23])[O:19][C:18]4=[O:24])=[CH:13][C:12]=3[F:25])[CH2:7][CH2:6]2)[O:4][CH2:3][CH2:2]1.O[C:27]1[CH:31]=[CH:30][O:29][N:28]=1.C1(P(C2C=CC=CC=2)C2C=CC=CC=2)C=CC=CC=1.CC(OC(/N=N/C(OC(C)C)=O)=O)C, predict the reaction product. The product is: [O:1]1[C:5]2([CH2:6][CH2:7][N:8]([C:11]3[CH:16]=[CH:15][C:14]([N:17]4[CH2:21][C@H:20]([CH2:22][O:23][C:27]5[CH:31]=[CH:30][O:29][N:28]=5)[O:19][C:18]4=[O:24])=[CH:13][C:12]=3[F:25])[CH2:9][CH2:10]2)[O:4][CH2:3][CH2:2]1. (4) Given the reactants C1(P(C2C=CC=CC=2)C2C=CC=CC=2)C=CC=CC=1.N1C=CN=C1.[I:25]I.[F:27][C:28]1[CH:42]=[CH:41][C:31]([CH2:32][O:33][CH2:34][C:35]([NH:37][CH2:38][CH2:39]O)=[O:36])=[CH:30][CH:29]=1, predict the reaction product. The product is: [F:27][C:28]1[CH:42]=[CH:41][C:31]([CH2:32][O:33][CH2:34][C:35]([NH:37][CH2:38][CH2:39][I:25])=[O:36])=[CH:30][CH:29]=1. (5) Given the reactants [ClH:1].[F:2][C:3]1[CH:4]=[C:5]([CH2:16][N:17]2[CH2:22][CH2:21][N:20]([CH3:23])[CH2:19][CH2:18]2)[CH:6]=[C:7]([F:15])[C:8]=1[N:9]1[CH2:14][CH2:13][NH:12][CH2:11][CH2:10]1.S(Cl)([Cl:26])=O, predict the reaction product. The product is: [ClH:26].[ClH:1].[ClH:26].[F:15][C:7]1[CH:6]=[C:5]([CH2:16][N:17]2[CH2:22][CH2:21][N:20]([CH3:23])[CH2:19][CH2:18]2)[CH:4]=[C:3]([F:2])[C:8]=1[N:9]1[CH2:10][CH2:11][NH:12][CH2:13][CH2:14]1. (6) Given the reactants C([O:3][C:4]([C:6]1[CH:7]=[N:8][N:9]([C:11]2[N:20](COCC[Si](C)(C)C)[C:19](=[O:29])[C:18]3[C:13](=[CH:14][CH:15]=[C:16](I)[CH:17]=3)[N:12]=2)[CH:10]=1)=[O:5])C.[CH2:31]([C:33]1[CH:38]=[CH:37][CH:36]=[CH:35][C:34]=1B(O)O)[CH3:32], predict the reaction product. The product is: [CH2:31]([C:33]1[CH:38]=[CH:37][CH:36]=[CH:35][C:34]=1[C:16]1[CH:17]=[C:18]2[C:13](=[CH:14][CH:15]=1)[N:12]=[C:11]([N:9]1[CH:10]=[C:6]([C:4]([OH:3])=[O:5])[CH:7]=[N:8]1)[NH:20][C:19]2=[O:29])[CH3:32]. (7) Given the reactants [S:1]1[CH2:6][CH2:5][CH2:4][S:3][CH2:2]1.C([Li])CCC.[CH2:12]([SiH:16]([CH2:23]F)[C:17]1[CH:22]=[CH:21][CH:20]=[CH:19][CH:18]=1)[CH2:13][CH:14]=[CH2:15], predict the reaction product. The product is: [CH2:12]([SiH:16]([CH2:23][CH:2]1[S:3][CH2:4][CH2:5][CH2:6][S:1]1)[C:17]1[CH:22]=[CH:21][CH:20]=[CH:19][CH:18]=1)[CH2:13][CH:14]=[CH2:15]. (8) Given the reactants [CH3:1][N:2]1[C:7](=[O:8])[CH:6]=[C:5]([C:9]2[CH:14]=[CH:13][N:12]=[CH:11][N:10]=2)[N:4]=[C:3]1[O:15][CH:16]1[CH2:21][CH2:20][N:19]([C:22]2[CH:27]=[CH:26][C:25]([CH2:28][N:29]3[CH2:34][CH2:33][NH:32][CH2:31][CH2:30]3)=[CH:24][CH:23]=2)[CH2:18][CH2:17]1.C=O.[C:37](O[BH-](OC(=O)C)OC(=O)C)(=O)C.[Na+], predict the reaction product. The product is: [CH3:1][N:2]1[C:7](=[O:8])[CH:6]=[C:5]([C:9]2[CH:14]=[CH:13][N:12]=[CH:11][N:10]=2)[N:4]=[C:3]1[O:15][CH:16]1[CH2:21][CH2:20][N:19]([C:22]2[CH:23]=[CH:24][C:25]([CH2:28][N:29]3[CH2:34][CH2:33][N:32]([CH3:37])[CH2:31][CH2:30]3)=[CH:26][CH:27]=2)[CH2:18][CH2:17]1. (9) Given the reactants [Cl:1][C:2]1[CH:3]=[C:4]([C@@H:8](O)[CH2:9][N:10]([CH3:18])[C:11](=[O:17])[O:12][C:13]([CH3:16])([CH3:15])[CH3:14])[CH:5]=[CH:6][CH:7]=1.[C:20]1(=[O:30])[NH:24][C:23](=[O:25])[C:22]2=[CH:26][CH:27]=[CH:28][CH:29]=[C:21]12.C1C=CC(P(C2C=CC=CC=2)C2C=CC=CC=2)=CC=1, predict the reaction product. The product is: [Cl:1][C:2]1[CH:3]=[C:4]([C@H:8]([N:24]2[C:20](=[O:30])[C:21]3[C:22](=[CH:26][CH:27]=[CH:28][CH:29]=3)[C:23]2=[O:25])[CH2:9][N:10]([CH3:18])[C:11](=[O:17])[O:12][C:13]([CH3:16])([CH3:15])[CH3:14])[CH:5]=[CH:6][CH:7]=1. (10) The product is: [CH3:1][O:2][C:3]1[CH:8]=[CH:7][CH:6]=[CH:5][C:4]=1[NH:9][S:20]([C:11]1[CH:12]=[CH:13][C:14]2[C:19](=[CH:18][CH:17]=[CH:16][CH:15]=2)[CH:10]=1)(=[O:22])=[O:21]. Given the reactants [CH3:1][O:2][C:3]1[C:4]([NH2:9])=[CH:5][CH:6]=[CH:7][CH:8]=1.[CH:10]1[C:19]2[C:14](=[CH:15][CH:16]=[CH:17][CH:18]=2)[CH:13]=[CH:12][C:11]=1[S:20](Cl)(=[O:22])=[O:21], predict the reaction product.